This data is from Catalyst prediction with 721,799 reactions and 888 catalyst types from USPTO. The task is: Predict which catalyst facilitates the given reaction. (1) Reactant: [CH:1]1([O:6][C:7]2[CH:12]=[CH:11][C:10]([F:13])=[CH:9][C:8]=2[N:14]2[CH2:19][CH2:18][N:17]([CH2:20][CH:21]([OH:34])[CH2:22][N:23]3[C:31](=[O:32])[CH:30]4[CH:25]([CH2:26][CH:27]=[CH:28][CH2:29]4)[C:24]3=[O:33])[CH2:16][CH2:15]2)[CH2:5][CH2:4][CH2:3][CH2:2]1.[Cr](Cl)([O-])(=O)=O.[NH+]1C=CC=CC=1. Product: [CH:1]1([O:6][C:7]2[CH:12]=[CH:11][C:10]([F:13])=[CH:9][C:8]=2[N:14]2[CH2:19][CH2:18][N:17]([CH2:20][C:21](=[O:34])[CH2:22][N:23]3[C:31](=[O:32])[CH:30]4[CH:25]([CH2:26][CH:27]=[CH:28][CH2:29]4)[C:24]3=[O:33])[CH2:16][CH2:15]2)[CH2:5][CH2:4][CH2:3][CH2:2]1. The catalyst class is: 4. (2) Reactant: C([O:3][C:4](=[O:31])[CH:5]([O:28][CH2:29][CH3:30])[C:6]1[C:7]([C:20]2[CH:25]=[CH:24][C:23]([CH3:26])=[CH:22][C:21]=2[OH:27])=[C:8]2[C:15]3[CH2:16][CH2:17][CH2:18][CH2:19][C:14]=3[S:13][C:9]2=[N:10][C:11]=1[CH3:12])C.[OH-].[Na+]. Product: [CH2:29]([O:28][CH:5]([C:6]1[C:7]([C:20]2[CH:25]=[CH:24][C:23]([CH3:26])=[CH:22][C:21]=2[OH:27])=[C:8]2[C:15]3[CH2:16][CH2:17][CH2:18][CH2:19][C:14]=3[S:13][C:9]2=[N:10][C:11]=1[CH3:12])[C:4]([OH:31])=[O:3])[CH3:30]. The catalyst class is: 199. (3) Reactant: [CH2:1]([N:3]([CH2:6][CH3:7])[CH2:4][CH3:5])[CH3:2].[C:8]1([C:14]2[C:18]([C:19](Cl)=[O:20])=[C:17]([CH3:22])[O:16][N:15]=2)[CH:13]=[CH:12][CH:11]=[CH:10][CH:9]=1.O. Product: [CH3:22][C:17]1[O:16][N:15]=[C:14]([C:8]2[CH:13]=[CH:12][CH:11]=[CH:10][CH:9]=2)[C:18]=1[C:19]([C:2]1[CH2:14][C:8]2[C:13]([C:1]=1[N:3]1[CH2:6][CH2:7][CH2:5][CH2:4]1)=[CH:12][CH:11]=[CH:10][CH:9]=2)=[O:20]. The catalyst class is: 4. (4) Reactant: Cl[C:2]1[N:7]=[C:6]([N:8]2[CH2:12][CH2:11][CH2:10][CH2:9]2)[C:5]([C:13]#[C:14][CH2:15][CH2:16][CH2:17][N:18]2[C:26](=[O:27])[C:25]3[C:20](=[CH:21][CH:22]=[CH:23][CH:24]=3)[C:19]2=[O:28])=[CH:4][N:3]=1.[NH2:29][C:30]1[CH:37]=[CH:36][C:33]([C:34]#[N:35])=[CH:32][CH:31]=1.C(=O)([O-])[O-].[Cs+].[Cs+].C(OCC)(=O)C. Product: [O:28]=[C:19]1[C:20]2[C:25](=[CH:24][CH:23]=[CH:22][CH:21]=2)[C:26](=[O:27])[N:18]1[CH2:17][CH2:16][CH2:15][C:14]#[C:13][C:5]1[C:6]([N:8]2[CH2:12][CH2:11][CH2:10][CH2:9]2)=[N:7][C:2]([NH:29][C:30]2[CH:37]=[CH:36][C:33]([C:34]#[N:35])=[CH:32][CH:31]=2)=[N:3][CH:4]=1. The catalyst class is: 62.